This data is from Catalyst prediction with 721,799 reactions and 888 catalyst types from USPTO. The task is: Predict which catalyst facilitates the given reaction. (1) Reactant: [C:1]([CH2:3][C@H:4]1[C@H:10]([C:11]2[CH:16]=[CH:15][C:14]([Cl:17])=[C:13]([Cl:18])[CH:12]=2)[O:9][CH2:8][CH2:7][N:6]([C:19]([O:21][C:22]([CH3:25])([CH3:24])[CH3:23])=[O:20])[CH2:5]1)#[N:2].C(=O)([O-])[O-:27].[K+].[K+].OO.S([O-])([O-])(=O)=S.[Na+].[Na+]. Product: [NH2:2][C:1](=[O:27])[CH2:3][C@H:4]1[C@H:10]([C:11]2[CH:16]=[CH:15][C:14]([Cl:17])=[C:13]([Cl:18])[CH:12]=2)[O:9][CH2:8][CH2:7][N:6]([C:19]([O:21][C:22]([CH3:25])([CH3:24])[CH3:23])=[O:20])[CH2:5]1. The catalyst class is: 16. (2) Reactant: [F:1][CH2:2][CH2:3][OH:4].CC(C)([O-])C.[K+].Cl[C:12]1[N:30]=[C:29]([Cl:31])[CH:28]=[CH:27][C:13]=1[C:14]([NH:16][CH:17]1[CH2:22][CH2:21][CH:20]([C:23]([F:26])([F:25])[F:24])[CH2:19][CH2:18]1)=[O:15]. Product: [Cl:31][C:29]1[CH:28]=[CH:27][C:13]([C:14]([NH:16][C@H:17]2[CH2:18][CH2:19][C@H:20]([C:23]([F:24])([F:25])[F:26])[CH2:21][CH2:22]2)=[O:15])=[C:12]([O:4][CH2:3][CH2:2][F:1])[N:30]=1. The catalyst class is: 20. (3) Reactant: Br.Br[CH2:3][C:4]([C:6]1[CH:11]=[CH:10][N:9]=[CH:8][CH:7]=1)=O.[Cl:12][C:13]1[CH:18]=[CH:17][CH:16]=[CH:15][C:14]=1[NH:19][C:20]([NH2:22])=[S:21].N. Product: [Cl:12][C:13]1[CH:18]=[CH:17][CH:16]=[CH:15][C:14]=1[NH:19][C:20]1[S:21][CH:3]=[C:4]([C:6]2[CH:11]=[CH:10][N:9]=[CH:8][CH:7]=2)[N:22]=1. The catalyst class is: 88.